From a dataset of Reaction yield outcomes from USPTO patents with 853,638 reactions. Predict the reaction yield, written as a fraction of the theoretical maximum amount of product (1.0 means a 100% yield; for example, 0.34 means a 34% yield). (1) The reactants are [Br:1][C:2]1[CH:7]=[CH:6][C:5]([CH:8]([OH:10])[CH3:9])=[C:4]([F:11])[CH:3]=1.[C:12]1(P([C:12]2[CH:17]=[CH:16][CH:15]=[CH:14][CH:13]=2)[C:12]2[CH:17]=[CH:16][CH:15]=[CH:14][CH:13]=2)[CH:17]=[CH:16][CH:15]=[CH:14][CH:13]=1.C1(O)C=CC=CC=1.N(C(OC(C)C)=O)=NC(OC(C)C)=O. The catalyst is O1CCCC1. The product is [Br:1][C:2]1[CH:7]=[CH:6][C:5]([CH:8]([O:10][C:12]2[CH:17]=[CH:16][CH:15]=[CH:14][CH:13]=2)[CH3:9])=[C:4]([F:11])[CH:3]=1. The yield is 0.880. (2) The reactants are [NH2:1][CH2:2][CH:3]([OH:9])[C:4]([N:6]([CH3:8])[CH3:7])=[O:5].C([O-])([O-])=O.[K+].[K+].[Br:16][C:17]1[CH:18]=[C:19]([CH:24]=[CH:25][C:26]=1[CH2:27]Br)[C:20]([O:22][CH3:23])=[O:21]. The catalyst is CC#N. The product is [Br:16][C:17]1[CH:18]=[C:19]([CH:24]=[CH:25][C:26]=1[CH2:27][NH:1][CH2:2][CH:3]([OH:9])[C:4]([N:6]([CH3:8])[CH3:7])=[O:5])[C:20]([O:22][CH3:23])=[O:21]. The yield is 0.110. (3) The reactants are [Cl:1][C:2]1[CH:7]=[CH:6][N:5]=[C:4]([C:8](Cl)=[O:9])[CH:3]=1.[CH3:11][NH2:12]. The catalyst is C1COCC1.CCO. The product is [Cl:1][C:2]1[CH:7]=[CH:6][N:5]=[C:4]([C:8]([NH:12][CH3:11])=[O:9])[CH:3]=1. The yield is 0.600. (4) The reactants are [F:1][C:2]([F:29])([F:28])[C:3]1[CH:27]=[CH:26][C:6]([CH2:7][O:8][N:9]=[C:10]([C:13]2[CH:18]=[CH:17][C:16]([NH:19][CH2:20][C:21]([O:23]CC)=[O:22])=[CH:15][CH:14]=2)[CH2:11][CH3:12])=[CH:5][CH:4]=1.[OH-].[Li+]. The catalyst is C1COCC1.O. The product is [F:1][C:2]([F:28])([F:29])[C:3]1[CH:27]=[CH:26][C:6]([CH2:7][O:8][N:9]=[C:10]([C:13]2[CH:18]=[CH:17][C:16]([NH:19][CH2:20][C:21]([OH:23])=[O:22])=[CH:15][CH:14]=2)[CH2:11][CH3:12])=[CH:5][CH:4]=1. The yield is 0.820.